This data is from Full USPTO retrosynthesis dataset with 1.9M reactions from patents (1976-2016). The task is: Predict the reactants needed to synthesize the given product. (1) Given the product [CH3:15][C:13]1[N:14]=[C:10]([NH:9][C:6]2[CH:7]=[CH:8][C:3]([O:2][CH3:1])=[C:4]([O:16][CH2:24][CH:25]=[C:26]([CH3:28])[CH3:27])[CH:5]=2)[S:11][CH:12]=1, predict the reactants needed to synthesize it. The reactants are: [CH3:1][O:2][C:3]1[CH:8]=[CH:7][C:6]([NH:9][C:10]2[S:11][CH:12]=[C:13]([CH3:15])[N:14]=2)=[CH:5][C:4]=1[OH:16].C([O-])([O-])=O.[K+].[K+].Br[CH2:24][CH:25]=[C:26]([CH3:28])[CH3:27]. (2) The reactants are: [CH3:1][O:2][C:3]1[C:15]([N+:16]([O-:18])=[O:17])=[CH:14][C:6]2[N:7]([CH3:13])[C:8](=[O:12])[CH2:9][NH:10][CH2:11][C:5]=2[CH:4]=1.Br[CH2:20][C:21]#N.C(N(CC)C(C)C)(C)C.CN(C)C=O. Given the product [CH2:20]([N:10]1[CH2:11][C:5]2[CH:4]=[C:3]([O:2][CH3:1])[C:15]([N+:16]([O-:18])=[O:17])=[CH:14][C:6]=2[N:7]([CH3:13])[C:8](=[O:12])[CH2:9]1)[CH3:21], predict the reactants needed to synthesize it. (3) Given the product [Br:1][C:2]1[CH:7]=[CH:6][C:5]([CH2:8][O:9][CH2:12][C:13]([O:15][CH2:16][CH3:17])=[O:14])=[CH:4][CH:3]=1, predict the reactants needed to synthesize it. The reactants are: [Br:1][C:2]1[CH:7]=[CH:6][C:5]([CH2:8][OH:9])=[CH:4][CH:3]=1.[N+](=[CH:12][C:13]([O:15][CH2:16][CH3:17])=[O:14])=[N-]. (4) Given the product [F:1][C:2]1[CH:3]=[C:4]2[C:9](=[CH:10][CH:11]=1)[N:8]([C:13]([O:15][C:16]([CH3:19])([CH3:18])[CH3:17])=[O:14])[CH2:7][CH2:6][C:5]2=[O:12], predict the reactants needed to synthesize it. The reactants are: [F:1][C:2]1[CH:3]=[C:4]2[C:9](=[CH:10][CH:11]=1)[NH:8][CH2:7][CH2:6][C:5]2=[O:12].[C:13](O[C:13]([O:15][C:16]([CH3:19])([CH3:18])[CH3:17])=[O:14])([O:15][C:16]([CH3:19])([CH3:18])[CH3:17])=[O:14]. (5) Given the product [OH:16][CH2:15][CH2:14][CH2:13][C:9]1[CH:8]=[C:7]([CH2:6][CH2:5][C:4]([O:3][CH2:1][CH3:2])=[O:18])[CH:12]=[CH:11][CH:10]=1, predict the reactants needed to synthesize it. The reactants are: [CH2:1]([O:3][C:4](=[O:18])[CH2:5][CH2:6][C:7]1[CH:8]=[C:9]([CH2:13][CH2:14][C:15](O)=[O:16])[CH:10]=[CH:11][CH:12]=1)[CH3:2]. (6) Given the product [CH2:18]([O:17][C:16](=[O:24])[CH2:15][C:13](=[O:14])[CH2:12][CH2:11][NH:10][C:9]([O:8][CH2:1][C:2]1[CH:7]=[CH:6][CH:5]=[CH:4][CH:3]=1)=[O:25])[CH3:22], predict the reactants needed to synthesize it. The reactants are: [CH2:1]([O:8][C:9](=[O:25])[NH:10][CH2:11][CH2:12][C:13]([CH:15]1C(=O)O[C:18](C)([CH3:22])[O:17][C:16]1=[O:24])=[O:14])[C:2]1[CH:7]=[CH:6][CH:5]=[CH:4][CH:3]=1. (7) Given the product [CH2:2]([N:9]1[CH2:16][CH2:15][C:12]2([CH2:13][CH2:14]2)[C@H:11]([OH:17])[CH2:10]1)[C:3]1[CH:4]=[CH:5][CH:6]=[CH:7][CH:8]=1, predict the reactants needed to synthesize it. The reactants are: Cl.[CH2:2]([N:9]1[CH2:16][CH2:15][C:12]2([CH2:14][CH2:13]2)[C:11](=[O:17])[CH2:10]1)[C:3]1[CH:8]=[CH:7][CH:6]=[CH:5][CH:4]=1.C1N=C(N)C2N=CN([C@@H]3O[C@H](COP(OP(OC[C@H]4O[C@@H](N5C=C(C(N)=O)CC=C5)[C@H](O)[C@@H]4O)(O)=O)(O)=O)[C@@H](O)[C@H]3O)C=2N=1.[OH-].[Na+].[Cl-].[Mg+2].[Cl-]. (8) Given the product [CH2:1]([O:8][C:9]1[C:14](=[O:15])[N:13]=[C:12]([CH2:16][C:17]2([C:22]3[CH:27]=[CH:26][C:25]([Cl:28])=[CH:24][CH:23]=3)[CH2:21][CH2:20][CH2:19][CH2:18]2)[N:11]2[CH2:39][CH2:38][N:31]([C:32]3[CH:37]=[CH:36][CH:35]=[CH:34][CH:33]=3)[C:29](=[O:30])[C:10]=12)[C:2]1[CH:7]=[CH:6][CH:5]=[CH:4][CH:3]=1, predict the reactants needed to synthesize it. The reactants are: [CH2:1]([O:8][C:9]1[C:10]([C:29]([N:31]([CH2:38][CH2:39]O)[C:32]2[CH:37]=[CH:36][CH:35]=[CH:34][CH:33]=2)=[O:30])=[N:11][C:12]([CH2:16][C:17]2([C:22]3[CH:27]=[CH:26][C:25]([Cl:28])=[CH:24][CH:23]=3)[CH2:21][CH2:20][CH2:19][CH2:18]2)=[N:13][C:14]=1[OH:15])[C:2]1[CH:7]=[CH:6][CH:5]=[CH:4][CH:3]=1.C1(P(C2C=CC=CC=2)C2C=CC=CC=2)C=CC=CC=1.N(C(OC(C)C)=O)=NC(OC(C)C)=O. (9) Given the product [ClH:66].[F:22][C:21]([F:23])([F:24])[C:20]1[CH:15]=[CH:16][C:17]([O:25][C:26]2[CH:31]=[CH:30][C:29]([O:14][CH:11]3[CH2:10][CH2:9][NH:8][CH2:13][CH2:12]3)=[CH:28][CH:27]=2)=[CH:18][CH:19]=1, predict the reactants needed to synthesize it. The reactants are: C(OC([N:8]1[CH2:13][CH2:12][CH:11]([OH:14])[CH2:10][CH2:9]1)=O)(C)(C)C.[CH:15]1[C:20]([C:21]([F:24])([F:23])[F:22])=[CH:19][CH:18]=[C:17]([O:25][C:26]2[CH:31]=[CH:30][C:29](O)=[CH:28][CH:27]=2)[CH:16]=1.C1(P(C2C=CC=CC=2)C2C=CC=CC=2)C=CC=CC=1.N(C(OC(C)C)=O)=NC(OC(C)C)=O.[ClH:66]. (10) Given the product [Cl:28][C:29]1[C:34]([Cl:35])=[CH:33][CH:32]=[CH:31][C:30]=1[N:36]1[C:5]([C:7]2[C:12](=[O:13])[CH:11]=[CH:10][N:9]([C:14]3[CH:19]=[CH:18][C:17]([S:20]([C:23]([F:24])([F:25])[F:26])(=[O:22])=[O:21])=[CH:16][CH:15]=3)[N:8]=2)=[CH:4][CH:3]=[N:2]1, predict the reactants needed to synthesize it. The reactants are: C[N:2](C)/[CH:3]=[CH:4]/[C:5]([C:7]1[C:12](=[O:13])[CH:11]=[CH:10][N:9]([C:14]2[CH:19]=[CH:18][C:17]([S:20]([C:23]([F:26])([F:25])[F:24])(=[O:22])=[O:21])=[CH:16][CH:15]=2)[N:8]=1)=O.[Cl:28][C:29]1[C:34]([Cl:35])=[CH:33][CH:32]=[CH:31][C:30]=1[NH:36]N.